Task: Predict which catalyst facilitates the given reaction.. Dataset: Catalyst prediction with 721,799 reactions and 888 catalyst types from USPTO (1) The catalyst class is: 19. Product: [CH:1]1([CH2:4][O:5][C:6]2[CH:11]=[CH:10][CH:9]=[CH:8][C:7]=2[NH2:12])[CH2:2][CH2:3]1. Reactant: [CH:1]1([CH2:4][O:5][C:6]2[CH:11]=[CH:10][CH:9]=[CH:8][C:7]=2[N+:12]([O-])=O)[CH2:3][CH2:2]1. (2) Reactant: [Cl:1][C:2]1[CH:7]=[C:6]2[NH:8][C:9](=[O:38])[C:10]3([CH:15]([C:16]4[CH:21]=[CH:20][CH:19]=[C:18]([Cl:22])[CH:17]=4)[CH2:14][C:13](=[O:23])[NH:12][CH:11]3[C:24]3[CH:29]=[C:28]([I:30])[CH:27]=[CH:26][C:25]=3[O:31][CH:32]3[CH2:37][CH2:36][NH:35][CH2:34][CH2:33]3)[C:5]2=[CH:4][CH:3]=1.C(N(CC)CC)C.Br[CH2:47][CH2:48][OH:49]. Product: [Cl:1][C:2]1[CH:7]=[C:6]2[NH:8][C:9](=[O:38])[C:10]3([CH:15]([C:16]4[CH:21]=[CH:20][CH:19]=[C:18]([Cl:22])[CH:17]=4)[CH2:14][C:13](=[O:23])[NH:12][CH:11]3[C:24]3[CH:29]=[C:28]([I:30])[CH:27]=[CH:26][C:25]=3[O:31][CH:32]3[CH2:33][CH2:34][N:35]([CH2:47][CH2:48][OH:49])[CH2:36][CH2:37]3)[C:5]2=[CH:4][CH:3]=1. The catalyst class is: 8. (3) Reactant: [CH:1]([N:4]1[C:8]([C:9]2[CH2:13][O:12][CH2:11][C:10]=2[CH2:14][OH:15])=[CH:7][CH:6]=[N:5]1)([CH3:3])[CH3:2].[H-].[H-].[H-].[H-].[Li+].[Al+3]. Product: [CH:1]([N:4]1[C:8]([C@H:9]2[CH2:13][O:12][CH2:11][C@H:10]2[CH2:14][OH:15])=[CH:7][CH:6]=[N:5]1)([CH3:3])[CH3:2]. The catalyst class is: 1. (4) Reactant: [ClH:1].Br[C:3]1[CH:8]=[CH:7][C:6]([NH:9][C:10]([CH:12]2[CH:17]3[CH2:18][CH2:19][N:14]([CH2:15][CH2:16]3)[CH2:13]2)=[O:11])=[CH:5][CH:4]=1.[S:20]1[CH:24]=[CH:23][CH:22]=[C:21]1B(O)O.C(=O)([O-])[O-].[Cs+].[Cs+]. Product: [ClH:1].[S:20]1[CH:24]=[CH:23][CH:22]=[C:21]1[C:3]1[CH:8]=[CH:7][C:6]([NH:9][C:10]([CH:12]2[CH:17]3[CH2:18][CH2:19][N:14]([CH2:15][CH2:16]3)[CH2:13]2)=[O:11])=[CH:5][CH:4]=1. The catalyst class is: 57. (5) Reactant: [Cl:1][C:2]1[CH:18]=[CH:17][C:5]2[CH2:6][CH2:7][N:8]([C:11](=[O:16])[C:12]([F:15])([F:14])[F:13])[CH2:9][CH2:10][C:4]=2[C:3]=1OS(C(F)(F)F)(=O)=O.[NH2:27][CH2:28][C:29]1[CH:34]=[CH:33][C:32]([C:35](=[O:41])[CH2:36][C:37]([CH3:40])([CH3:39])[CH3:38])=[CH:31][C:30]=1[Cl:42].C1C=CC(P(C2C(C3C(P(C4C=CC=CC=4)C4C=CC=CC=4)=CC=C4C=3C=CC=C4)=C3C(C=CC=C3)=CC=2)C2C=CC=CC=2)=CC=1.C(=O)([O-])[O-].[Cs+].[Cs+]. Product: [Cl:1][C:2]1[CH:18]=[CH:17][C:5]2[CH2:6][CH2:7][N:8]([C:11](=[O:16])[C:12]([F:15])([F:14])[F:13])[CH2:9][CH2:10][C:4]=2[C:3]=1[NH:27][CH2:28][C:29]1[CH:34]=[CH:33][C:32]([C:35](=[O:41])[CH2:36][C:37]([CH3:38])([CH3:39])[CH3:40])=[CH:31][C:30]=1[Cl:42]. The catalyst class is: 101. (6) The catalyst class is: 228. Reactant: [N+:1]([C:4]1[CH:9]=[CH:8][C:7]([C:10]2[NH:14][C:13]([C:15]3[CH:20]=[CH:19][C:18]([NH2:21])=[CH:17][CH:16]=3)=[CH:12][N:11]=2)=[CH:6][CH:5]=1)([O-:3])=[O:2].[CH:22]1([C:28](Cl)=[O:29])[CH2:27][CH2:26][CH2:25][CH2:24][CH2:23]1. Product: [N+:1]([C:4]1[CH:5]=[CH:6][C:7]([C:10]2[NH:14][C:13]([C:15]3[CH:20]=[CH:19][C:18]([NH:21][C:28]([CH:22]4[CH2:27][CH2:26][CH2:25][CH2:24][CH2:23]4)=[O:29])=[CH:17][CH:16]=3)=[CH:12][N:11]=2)=[CH:8][CH:9]=1)([O-:3])=[O:2].